This data is from Reaction yield outcomes from USPTO patents with 853,638 reactions. The task is: Predict the reaction yield, written as a fraction of the theoretical maximum amount of product (1.0 means a 100% yield; for example, 0.34 means a 34% yield). (1) The reactants are Br[C:2]1[CH:11]=[CH:10][CH:9]=[C:8]2[C:3]=1[CH2:4][CH2:5][CH2:6][N:7]2[C:12](=[O:25])[CH2:13][CH2:14][CH2:15][O:16][C:17]1[CH:22]=[CH:21][CH:20]=[C:19]([CH3:23])[C:18]=1[CH3:24].[OH:26][CH2:27][C:28]1[CH:33]=[CH:32][C:31](B(O)O)=[CH:30][CH:29]=1.C(=O)([O-])[O-].[K+].[K+].O. The catalyst is O1CCOCC1.C1C=CC([P]([Pd]([P](C2C=CC=CC=2)(C2C=CC=CC=2)C2C=CC=CC=2)([P](C2C=CC=CC=2)(C2C=CC=CC=2)C2C=CC=CC=2)[P](C2C=CC=CC=2)(C2C=CC=CC=2)C2C=CC=CC=2)(C2C=CC=CC=2)C2C=CC=CC=2)=CC=1. The product is [CH3:24][C:18]1[C:19]([CH3:23])=[CH:20][CH:21]=[CH:22][C:17]=1[O:16][CH2:15][CH2:14][CH2:13][C:12]([N:7]1[C:8]2[C:3](=[C:2]([C:31]3[CH:32]=[CH:33][C:28]([CH2:27][OH:26])=[CH:29][CH:30]=3)[CH:11]=[CH:10][CH:9]=2)[CH2:4][CH2:5][CH2:6]1)=[O:25]. The yield is 0.930. (2) The reactants are [Cl:1][C:2]1[N:3]=[N:4][C:5]([Cl:11])=[CH:6][C:7]=1[C:8]([NH2:10])=O. The catalyst is P(Cl)(Cl)(Cl)=O. The product is [Cl:1][C:2]1[N:3]=[N:4][C:5]([Cl:11])=[CH:6][C:7]=1[C:8]#[N:10]. The yield is 0.990.